This data is from Forward reaction prediction with 1.9M reactions from USPTO patents (1976-2016). The task is: Predict the product of the given reaction. (1) Given the reactants [CH:1]1([O:5][C:6]2[C:14]([CH3:15])=[CH:13][CH:12]=[CH:11][C:7]=2[C:8]([OH:10])=O)[CH2:4][CH2:3][CH2:2]1.[CH2:16]([O:18][C:19]([C:21]1([NH2:32])[CH2:29][C:28]2[C:23](=[CH:24][CH:25]=[C:26]([C:30]#[N:31])[CH:27]=2)[CH2:22]1)=[O:20])[CH3:17].CN(C(ON1N=NC2C=CC=NC1=2)=[N+](C)C)C.F[P-](F)(F)(F)(F)F.CCN(C(C)C)C(C)C, predict the reaction product. The product is: [CH2:16]([O:18][C:19]([C:21]1([NH:32][C:8](=[O:10])[C:7]2[CH:11]=[CH:12][CH:13]=[C:14]([CH3:15])[C:6]=2[O:5][CH:1]2[CH2:2][CH2:3][CH2:4]2)[CH2:29][C:28]2[C:23](=[CH:24][CH:25]=[C:26]([C:30]#[N:31])[CH:27]=2)[CH2:22]1)=[O:20])[CH3:17]. (2) Given the reactants [O:1]1[C:6]2[CH:7]=[CH:8][CH:9]=[C:10]([C:11]([OH:13])=O)[C:5]=2[O:4][CH2:3][CH2:2]1.[CH2:14]([O:16][C:17]([C:19]1([NH2:28])[CH2:27][C:26]2[C:21](=[CH:22][CH:23]=[CH:24][CH:25]=2)[CH2:20]1)=[O:18])[CH3:15].CN(C(ON1N=NC2C=CC=NC1=2)=[N+](C)C)C.F[P-](F)(F)(F)(F)F.CCN(C(C)C)C(C)C, predict the reaction product. The product is: [CH2:14]([O:16][C:17]([C:19]1([NH:28][C:11]([C:10]2[C:5]3[O:4][CH2:3][CH2:2][O:1][C:6]=3[CH:7]=[CH:8][CH:9]=2)=[O:13])[CH2:27][C:26]2[C:21](=[CH:22][CH:23]=[CH:24][CH:25]=2)[CH2:20]1)=[O:18])[CH3:15]. (3) Given the reactants [F:1][C:2]1[CH:3]=[C:4]([CH:11]=[CH:12][CH:13]=1)/[CH:5]=[CH:6]/[C:7]([O:9][CH3:10])=[O:8].C(O[CH2:18][C:19]([CH2:21][Si](C)(C)C)=[CH2:20])(=O)C, predict the reaction product. The product is: [CH2:18]=[C:19]1[CH2:21][C@@H:6]([C:7]([O:9][CH3:10])=[O:8])[C@H:5]([C:4]2[CH:11]=[CH:12][CH:13]=[C:2]([F:1])[CH:3]=2)[CH2:20]1. (4) Given the reactants [N:1]1[C:10]2[C:5](=[CH:6][C:7]([CH:11]=O)=[CH:8][CH:9]=2)[N:4]=[CH:3][CH:2]=1.[S:13]1[CH2:17][C:16](=[O:18])[NH:15][C:14]1=[O:19], predict the reaction product. The product is: [N:1]1[C:10]2[C:5](=[CH:6][C:7]([CH:11]=[C:17]3[S:13][C:14](=[O:19])[NH:15][C:16]3=[O:18])=[CH:8][CH:9]=2)[N:4]=[CH:3][CH:2]=1. (5) Given the reactants [CH3:1][O:2][C:3]1[CH:4]=[C:5]([CH:35]=[CH:36][C:37]=1[C:38]([CH3:41])([CH3:40])[CH3:39])[C:6]([N:8]1[C@@H:12]([C:13]2[S:14][C:15]([CH3:18])=[CH:16][N:17]=2)[C@@H:11]([CH2:19][O:20][CH3:21])[CH2:10][C@@:9]1([CH2:29][C:30]1[N:31]=[CH:32][S:33][CH:34]=1)[C:22]([O:24]C(C)(C)C)=[O:23])=[O:7].FC(F)(F)C(O)=O, predict the reaction product. The product is: [CH3:1][O:2][C:3]1[CH:4]=[C:5]([CH:35]=[CH:36][C:37]=1[C:38]([CH3:41])([CH3:40])[CH3:39])[C:6]([N:8]1[C@@H:12]([C:13]2[S:14][C:15]([CH3:18])=[CH:16][N:17]=2)[C@@H:11]([CH2:19][O:20][CH3:21])[CH2:10][C@@:9]1([CH2:29][C:30]1[N:31]=[CH:32][S:33][CH:34]=1)[C:22]([OH:24])=[O:23])=[O:7]. (6) Given the reactants Br[C:2]1[CH:3]=[CH:4][C:5]([O:11][C:12]2[CH:17]=[CH:16][C:15]([S:18][CH3:19])=[CH:14][CH:13]=2)=[C:6]([CH:10]=1)[CH2:7][NH:8][CH3:9].C(=O)([O-])[O-].[K+].[K+].[NH:26]1[CH:30]=[CH:29][N:28]=[N:27]1, predict the reaction product. The product is: [CH3:9][NH:8][CH2:7][C:6]1[CH:10]=[C:2]([N:27]2[N:28]=[CH:29][CH:30]=[N:26]2)[CH:3]=[CH:4][C:5]=1[O:11][C:12]1[CH:17]=[CH:16][C:15]([S:18][CH3:19])=[CH:14][CH:13]=1.